From a dataset of NCI-60 drug combinations with 297,098 pairs across 59 cell lines. Regression. Given two drug SMILES strings and cell line genomic features, predict the synergy score measuring deviation from expected non-interaction effect. (1) Drug 1: CS(=O)(=O)C1=CC(=C(C=C1)C(=O)NC2=CC(=C(C=C2)Cl)C3=CC=CC=N3)Cl. Drug 2: C1CC(=O)NC(=O)C1N2C(=O)C3=CC=CC=C3C2=O. Cell line: UACC-257. Synergy scores: CSS=3.96, Synergy_ZIP=1.08, Synergy_Bliss=5.16, Synergy_Loewe=3.01, Synergy_HSA=2.95. (2) Drug 1: C1CC(=O)NC(=O)C1N2CC3=C(C2=O)C=CC=C3N. Drug 2: B(C(CC(C)C)NC(=O)C(CC1=CC=CC=C1)NC(=O)C2=NC=CN=C2)(O)O. Cell line: SK-OV-3. Synergy scores: CSS=4.53, Synergy_ZIP=-1.84, Synergy_Bliss=-3.12, Synergy_Loewe=-1.43, Synergy_HSA=-1.70. (3) Drug 1: C(=O)(N)NO. Drug 2: C1CC(=O)NC(=O)C1N2C(=O)C3=CC=CC=C3C2=O. Cell line: UACC-257. Synergy scores: CSS=-0.515, Synergy_ZIP=0.726, Synergy_Bliss=0.373, Synergy_Loewe=1.11, Synergy_HSA=-1.12. (4) Drug 2: CCC(=C(C1=CC=CC=C1)C2=CC=C(C=C2)OCCN(C)C)C3=CC=CC=C3.C(C(=O)O)C(CC(=O)O)(C(=O)O)O. Synergy scores: CSS=7.08, Synergy_ZIP=1.22, Synergy_Bliss=3.32, Synergy_Loewe=1.58, Synergy_HSA=0.175. Cell line: SW-620. Drug 1: C1CC(=O)NC(=O)C1N2CC3=C(C2=O)C=CC=C3N.